From a dataset of Reaction yield outcomes from USPTO patents with 853,638 reactions. Predict the reaction yield, written as a fraction of the theoretical maximum amount of product (1.0 means a 100% yield; for example, 0.34 means a 34% yield). The reactants are [CH3:1][O:2][C:3]1[N:4]=[CH:5][N:6]([CH3:11])[C:7]=1[C:8]([NH2:10])=O.[H-].[Al+3].[Li+].[H-].[H-].[H-].Cl.[OH-].[K+]. The catalyst is C1COCC1.C(O)(C)C. The product is [CH3:1][O:2][C:3]1[N:4]=[CH:5][N:6]([CH3:11])[C:7]=1[CH2:8][NH2:10]. The yield is 0.380.